From a dataset of Peptide-MHC class I binding affinity with 185,985 pairs from IEDB/IMGT. Regression. Given a peptide amino acid sequence and an MHC pseudo amino acid sequence, predict their binding affinity value. This is MHC class I binding data. (1) The peptide sequence is HSIPTLRDY. The MHC is HLA-B57:01 with pseudo-sequence HLA-B57:01. The binding affinity (normalized) is 0.594. (2) The peptide sequence is EVAPHPVYY. The MHC is HLA-C12:03 with pseudo-sequence HLA-C12:03. The binding affinity (normalized) is 0.407. (3) The peptide sequence is YLSGANLNV. The MHC is HLA-A68:02 with pseudo-sequence HLA-A68:02. The binding affinity (normalized) is 0.318. (4) The peptide sequence is WTVNDIQKL. The binding affinity (normalized) is 0. The MHC is HLA-A23:01 with pseudo-sequence HLA-A23:01. (5) The peptide sequence is IVNCLSLSNL. The MHC is HLA-A02:01 with pseudo-sequence HLA-A02:01. The binding affinity (normalized) is 0.301. (6) The peptide sequence is ATTHSWIPK. The MHC is HLA-A02:01 with pseudo-sequence HLA-A02:01. The binding affinity (normalized) is 0.0847. (7) The peptide sequence is IPRACQKSL. The MHC is HLA-A68:02 with pseudo-sequence HLA-A68:02. The binding affinity (normalized) is 0.0847. (8) The peptide sequence is HSRRSRRSL. The MHC is HLA-B44:02 with pseudo-sequence HLA-B44:02. The binding affinity (normalized) is 0.0847. (9) The peptide sequence is FVNRYGVAY. The MHC is HLA-A01:01 with pseudo-sequence HLA-A01:01. The binding affinity (normalized) is 0.312. (10) The MHC is HLA-A68:02 with pseudo-sequence HLA-A68:02. The binding affinity (normalized) is 0.0847. The peptide sequence is AEIESATLF.